Dataset: NCI-60 drug combinations with 297,098 pairs across 59 cell lines. Task: Regression. Given two drug SMILES strings and cell line genomic features, predict the synergy score measuring deviation from expected non-interaction effect. (1) Synergy scores: CSS=1.75, Synergy_ZIP=-5.79, Synergy_Bliss=-5.02, Synergy_Loewe=-7.56, Synergy_HSA=-4.64. Cell line: A549. Drug 2: CC12CCC3C(C1CCC2OP(=O)(O)O)CCC4=C3C=CC(=C4)OC(=O)N(CCCl)CCCl.[Na+]. Drug 1: C1=CC=C(C(=C1)C(C2=CC=C(C=C2)Cl)C(Cl)Cl)Cl. (2) Drug 1: C1=CC(=CC=C1CCC2=CNC3=C2C(=O)NC(=N3)N)C(=O)NC(CCC(=O)O)C(=O)O. Drug 2: C1=NC2=C(N1)C(=S)N=C(N2)N. Cell line: SNB-75. Synergy scores: CSS=35.0, Synergy_ZIP=-6.31, Synergy_Bliss=-3.78, Synergy_Loewe=1.40, Synergy_HSA=2.58. (3) Drug 1: CCC1(CC2CC(C3=C(CCN(C2)C1)C4=CC=CC=C4N3)(C5=C(C=C6C(=C5)C78CCN9C7C(C=CC9)(C(C(C8N6C=O)(C(=O)OC)O)OC(=O)C)CC)OC)C(=O)OC)O.OS(=O)(=O)O. Drug 2: C1=NC2=C(N1)C(=S)N=CN2. Cell line: SR. Synergy scores: CSS=84.5, Synergy_ZIP=-0.536, Synergy_Bliss=-0.0494, Synergy_Loewe=-3.07, Synergy_HSA=-1.62.